From a dataset of Forward reaction prediction with 1.9M reactions from USPTO patents (1976-2016). Predict the product of the given reaction. Given the reactants [NH2:1][C:2]1[C:7]([C:8](=[O:19])[C:9]2[C:14]([O:15][CH3:16])=[CH:13][CH:12]=[C:11]([F:17])[C:10]=2[F:18])=[CH:6][N:5]=[C:4]([NH:20][CH:21]2[CH2:26][CH2:25][N:24]([S:27]([NH2:30])(=[O:29])=[O:28])[CH2:23][CH2:22]2)[N:3]=1.CN(C1C=CC=CN=1)C.CN1CC[O:44][CH2:43][CH2:42]1, predict the reaction product. The product is: [C:43]([NH:30][S:27]([N:24]1[CH2:25][CH2:26][CH:21]([NH:20][C:4]2[N:3]=[C:2]([NH2:1])[C:7]([C:8](=[O:19])[C:9]3[C:14]([O:15][CH3:16])=[CH:13][CH:12]=[C:11]([F:17])[C:10]=3[F:18])=[CH:6][N:5]=2)[CH2:22][CH2:23]1)(=[O:28])=[O:29])(=[O:44])[CH3:42].